From a dataset of Full USPTO retrosynthesis dataset with 1.9M reactions from patents (1976-2016). Predict the reactants needed to synthesize the given product. (1) Given the product [CH:2]([NH:5][CH2:6][C:7]1[CH:12]=[C:11]([O:13][C:14]2[CH:15]=[CH:16][C:17]([NH:20][C:21]3[CH:26]=[C:25]([C:27]4[CH:32]=[CH:31][CH:30]=[CH:29][CH:28]=4)[N:24]=[C:23]([NH2:33])[N:22]=3)=[CH:18][CH:19]=2)[CH:10]=[CH:9][N:8]=1)([CH3:4])[CH3:1], predict the reactants needed to synthesize it. The reactants are: [CH3:1][C:2]([CH3:4])=O.[NH2:5][CH2:6][C:7]1[CH:12]=[C:11]([O:13][C:14]2[CH:19]=[CH:18][C:17]([NH:20][C:21]3[CH:26]=[C:25]([C:27]4[CH:32]=[CH:31][CH:30]=[CH:29][CH:28]=4)[N:24]=[C:23]([NH2:33])[N:22]=3)=[CH:16][CH:15]=2)[CH:10]=[CH:9][N:8]=1.C(O[BH-](OC(=O)C)OC(=O)C)(=O)C.[Na+]. (2) Given the product [O:25]1[C:29]2[CH:30]=[CH:31][C:32]([N:34]([CH2:1][C:2]3[CH:23]=[CH:22][CH:21]=[CH:20][CH:3]=3)[CH:15]3[CH2:16][CH2:17][N:12]([C:9]4([CH3:19])[CH2:8][CH2:7][N:6]([C:4]([C:3]5[C:2]([CH3:1])=[CH:23][CH:22]=[CH:21][C:20]=5[CH3:24])=[O:5])[CH2:11][CH2:10]4)[CH2:13][CH2:14]3)=[CH:33][C:28]=2[O:27][CH2:26]1, predict the reactants needed to synthesize it. The reactants are: [CH3:1][C:2]1[CH:23]=[CH:22][CH:21]=[C:20]([CH3:24])[C:3]=1[C:4]([N:6]1[CH2:11][CH2:10][C:9]([CH3:19])([N:12]2[CH2:17][CH2:16][C:15](=O)[CH2:14][CH2:13]2)[CH2:8][CH2:7]1)=[O:5].[O:25]1[C:29]2[CH:30]=[CH:31][C:32]([NH2:34])=[CH:33][C:28]=2[O:27][CH2:26]1. (3) Given the product [CH3:8][C:3]1[C:2]([N:12]2[CH2:11][CH2:10][N:9]([C:15]([O:17][C:18]([CH3:21])([CH3:20])[CH3:19])=[O:16])[CH2:14][CH2:13]2)=[CH:7][CH:6]=[CH:5][N:4]=1, predict the reactants needed to synthesize it. The reactants are: Br[C:2]1[C:3]([CH3:8])=[N:4][CH:5]=[CH:6][CH:7]=1.[N:9]1([C:15]([O:17][C:18]([CH3:21])([CH3:20])[CH3:19])=[O:16])[CH2:14][CH2:13][NH:12][CH2:11][CH2:10]1.[Na].CC(O)(C)C. (4) The reactants are: [CH:1]1([CH2:4][O:5][C:6]2[CH:11]=[C:10]([F:12])[C:9]([O:13][CH3:14])=[CH:8][C:7]=2[C:15]2[CH:20]=[CH:19][N:18]=[C:17]3[C:21]([C:33](O)=[O:34])=[C:22]([CH3:32])[N:23]([CH2:24][O:25][CH2:26][CH2:27][Si:28]([CH3:31])([CH3:30])[CH3:29])[C:16]=23)[CH2:3][CH2:2]1.[NH2:36][C@H:37]1[C@H:41]([OH:42])[CH2:40][N:39]([C:43]([O:45][C:46]([CH3:49])([CH3:48])[CH3:47])=[O:44])[CH2:38]1. Given the product [CH:1]1([CH2:4][O:5][C:6]2[CH:11]=[C:10]([F:12])[C:9]([O:13][CH3:14])=[CH:8][C:7]=2[C:15]2[CH:20]=[CH:19][N:18]=[C:17]3[C:21]([C:33]([NH:36][C@H:37]4[C@H:41]([OH:42])[CH2:40][N:39]([C:43]([O:45][C:46]([CH3:49])([CH3:48])[CH3:47])=[O:44])[CH2:38]4)=[O:34])=[C:22]([CH3:32])[N:23]([CH2:24][O:25][CH2:26][CH2:27][Si:28]([CH3:29])([CH3:30])[CH3:31])[C:16]=23)[CH2:2][CH2:3]1, predict the reactants needed to synthesize it. (5) Given the product [Br:13][CH2:10][C:9]([C:5]1[C:4]([CH3:12])=[CH:3][C:2]([Cl:1])=[CH:7][C:6]=1[CH3:8])=[O:11], predict the reactants needed to synthesize it. The reactants are: [Cl:1][C:2]1[CH:7]=[C:6]([CH3:8])[C:5]([C:9](=[O:11])[CH3:10])=[C:4]([CH3:12])[CH:3]=1.[Br-:13].[Br-].[Br-].C([N+](CCCC)(CCCC)CCCC)CCC.C([N+](CCCC)(CCCC)CCCC)CCC.C([N+](CCCC)(CCCC)CCCC)CCC. (6) Given the product [Br:22][CH2:2][CH2:3][CH:4]1[O:9][CH2:8][CH2:7][N:6]([C:10]([O:12][C:13]([CH3:16])([CH3:15])[CH3:14])=[O:11])[CH2:5]1, predict the reactants needed to synthesize it. The reactants are: O[CH2:2][CH2:3][CH:4]1[O:9][CH2:8][CH2:7][N:6]([C:10]([O:12][C:13]([CH3:16])([CH3:15])[CH3:14])=[O:11])[CH2:5]1.N1C=CN=C1.[Br:22]C(Br)(Br)Br.C1(P(C2C=CC=CC=2)C2C=CC=CC=2)C=CC=CC=1. (7) Given the product [CH3:1][N:2]([CH3:26])[CH2:3][CH2:4][N:5]([CH3:25])[C:6]1[S:7][C:8]2[CH:14]=[C:13]([NH:15][C:16]([C:18]3[CH:23]=[N:22][C:21]([C:29]4[CH:30]=[CH:31][C:32]([O:34][CH3:35])=[CH:33][C:28]=4[Cl:27])=[CH:20][N:19]=3)=[O:17])[CH:12]=[CH:11][C:9]=2[N:10]=1, predict the reactants needed to synthesize it. The reactants are: [CH3:1][N:2]([CH3:26])[CH2:3][CH2:4][N:5]([CH3:25])[C:6]1[S:7][C:8]2[CH:14]=[C:13]([NH:15][C:16]([C:18]3[CH:23]=[N:22][C:21](Cl)=[CH:20][N:19]=3)=[O:17])[CH:12]=[CH:11][C:9]=2[N:10]=1.[Cl:27][C:28]1[CH:33]=[C:32]([O:34][CH3:35])[CH:31]=[CH:30][C:29]=1B(O)O. (8) The reactants are: FC(F)C1C2C(=CC=CC=2)N=CC=1.FC(F)C(C1C=CC=CC=1)=O.BrC1C2C(=CC=CC=2)N=CC=1.[F:36][C:37]([F:52])([C:46]1[CH:51]=[CH:50][CH:49]=[CH:48][CH:47]=1)C(C1C=CC=CC=1)=O.[OH-].[K+]. Given the product [F:36][CH:37]([C:46]1[CH:51]=[CH:50][CH:49]=[CH:48][CH:47]=1)[F:52], predict the reactants needed to synthesize it. (9) Given the product [C:32]([O:31][C:30](=[O:36])[NH:29][CH:28]1[CH:23]2[CH:27]1[CH2:26][N:25]([C:74](=[O:75])[C:73]1[CH:77]=[CH:78][C:70]([NH:69][C:59]3[N:58]=[C:57]([NH:56][CH2:55][C:54]4[CH:53]=[CH:52][C:51]([O:50][CH2:49][C@@H:48]([CH3:81])[CH2:47][Br:46])=[CH:80][CH:79]=4)[N:62]=[C:61]([O:63][CH2:64][C:65]([F:68])([F:66])[F:67])[N:60]=3)=[CH:71][CH:72]=1)[CH2:24]2)([CH3:33])([CH3:35])[CH3:34], predict the reactants needed to synthesize it. The reactants are: F[B-](F)(F)F.N1(OC(N(C)C)=[N+](C)C)C2C=CC=CC=2N=N1.[CH:23]12[CH:28]([NH:29][C:30](=[O:36])[O:31][C:32]([CH3:35])([CH3:34])[CH3:33])[CH:27]1[CH2:26][NH:25][CH2:24]2.CCN(C(C)C)C(C)C.[Br:46][CH2:47][C@H:48]([CH3:81])[CH2:49][O:50][C:51]1[CH:80]=[CH:79][C:54]([CH2:55][NH:56][C:57]2[N:62]=[C:61]([O:63][CH2:64][C:65]([F:68])([F:67])[F:66])[N:60]=[C:59]([NH:69][C:70]3[CH:78]=[CH:77][C:73]([C:74](O)=[O:75])=[CH:72][CH:71]=3)[N:58]=2)=[CH:53][CH:52]=1. (10) Given the product [NH2:39][C:13]1[C:12]2[N:11]=[C:10]([CH3:22])[N:9]([CH2:8][C:2]([CH3:1])([CH3:23])[C:3]([O:5][CH3:6])=[O:4])[C:21]=2[C:20]2[CH:19]=[CH:18][CH:17]=[CH:16][C:15]=2[N:14]=1, predict the reactants needed to synthesize it. The reactants are: [CH3:1][C:2]([CH3:23])([CH2:8][N:9]1[C:21]2[C:20]3[CH:19]=[CH:18][CH:17]=[CH:16][C:15]=3[N:14]=[CH:13][C:12]=2[N:11]=[C:10]1[CH3:22])[C:3]([O:5][CH2:6]C)=[O:4].C1C=C(Cl)C=C(C(OO)=O)C=1.ClC(Cl)(Cl)C([N:39]=C=O)=O.